From a dataset of Forward reaction prediction with 1.9M reactions from USPTO patents (1976-2016). Predict the product of the given reaction. (1) Given the reactants C(O[C:4]([C:6]1[N:11]=[C:10]([C:12]2[CH:17]=[CH:16][C:15]([C:18]#[N:19])=[CH:14][CH:13]=2)[C:9]2[N:20]=[C:21]([C:23]3[CH:28]=[CH:27][CH:26]=[CH:25][CH:24]=3)[S:22][C:8]=2[C:7]=1[OH:29])=[O:5])C.[NH2:30][CH2:31][C:32]([OH:34])=[O:33], predict the reaction product. The product is: [C:18]([C:15]1[CH:16]=[CH:17][C:12]([C:10]2[C:9]3[N:20]=[C:21]([C:23]4[CH:28]=[CH:27][CH:26]=[CH:25][CH:24]=4)[S:22][C:8]=3[C:7]([OH:29])=[C:6]([C:4]([NH:30][CH2:31][C:32]([OH:34])=[O:33])=[O:5])[N:11]=2)=[CH:13][CH:14]=1)#[N:19]. (2) The product is: [Cl:1][C:2]1[N:7]=[C:6]([CH3:8])[C:5]2[C:9]([O:31][CH2:33][CH2:34][OH:35])=[N:10][N:11]([C:12]([C:13]3[CH:18]=[CH:17][CH:16]=[CH:15][CH:14]=3)([C:19]3[CH:20]=[CH:21][CH:22]=[CH:23][CH:24]=3)[C:25]3[CH:26]=[CH:27][CH:28]=[CH:29][CH:30]=3)[C:4]=2[CH:3]=1. Given the reactants [Cl:1][C:2]1[N:7]=[C:6]([CH3:8])[C:5]2[C:9](=[O:31])[NH:10][N:11]([C:12]([C:25]3[CH:30]=[CH:29][CH:28]=[CH:27][CH:26]=3)([C:19]3[CH:24]=[CH:23][CH:22]=[CH:21][CH:20]=3)[C:13]3[CH:18]=[CH:17][CH:16]=[CH:15][CH:14]=3)[C:4]=2[CH:3]=1.Br[CH2:33][CH2:34][OH:35], predict the reaction product.